Dataset: Reaction yield outcomes from USPTO patents with 853,638 reactions. Task: Predict the reaction yield, written as a fraction of the theoretical maximum amount of product (1.0 means a 100% yield; for example, 0.34 means a 34% yield). (1) The yield is 0.400. The reactants are [C:1](=O)([O-])[O-].[K+].[K+].[C:7]([O:11][C:12](=[O:28])[NH:13][C:14]1[CH:26]=[CH:25][C:24]2[C:23]3[C:18](=[CH:19][C:20]([NH2:27])=[CH:21][CH:22]=3)[CH2:17][C:16]=2[CH:15]=1)([CH3:10])([CH3:9])[CH3:8].[CH2:29](I)[CH2:30][CH3:31].[C:33](#N)[CH3:34]. The product is [CH2:29]([NH:27][C:20]1[CH:19]=[C:18]2[C:23]([C:24]3[CH:25]=[CH:26][C:14]([NH:13][C:12](=[O:28])[O:11][C:7]([CH3:10])([CH3:8])[CH3:9])=[CH:15][C:16]=3[CH2:17]2)=[CH:22][CH:21]=1)[CH2:30][CH3:31].[C:7]([O:11][C:12](=[O:28])[NH:13][C:14]1[CH:26]=[CH:25][C:24]2[C:23]3[C:18](=[CH:19][C:20]([N:27]([CH2:1][CH2:33][CH3:34])[CH2:29][CH2:30][CH3:31])=[CH:21][CH:22]=3)[CH2:17][C:16]=2[CH:15]=1)([CH3:10])([CH3:8])[CH3:9]. No catalyst specified. (2) The reactants are [F:1][C:2]1[CH:7]=[CH:6][C:5]([S:8]([C:11]2[CH:12]=[CH:13][C:14]([CH2:21][CH2:22][CH3:23])=[C:15]([S:17](Cl)(=[O:19])=[O:18])[CH:16]=2)(=[O:10])=[O:9])=[CH:4][CH:3]=1.[O:24]1[CH2:29][CH2:28][CH:27]([CH2:30][CH2:31][NH2:32])[CH2:26][CH2:25]1. No catalyst specified. The product is [F:1][C:2]1[CH:7]=[CH:6][C:5]([S:8]([C:11]2[CH:12]=[CH:13][C:14]([CH2:21][CH2:22][CH3:23])=[C:15]([S:17]([NH:32][CH2:31][CH2:30][CH:27]3[CH2:28][CH2:29][O:24][CH2:25][CH2:26]3)(=[O:19])=[O:18])[CH:16]=2)(=[O:10])=[O:9])=[CH:4][CH:3]=1. The yield is 0.580.